Predict the reaction yield, written as a fraction of the theoretical maximum amount of product (1.0 means a 100% yield; for example, 0.34 means a 34% yield). From a dataset of Reaction yield outcomes from USPTO patents with 853,638 reactions. The reactants are [Cl:1][C:2]1[CH:3]=[CH:4][C:5]([CH2:9][OH:10])=[C:6]([OH:8])[CH:7]=1.[OH-].[Na+].Br[CH2:14][C:15]1[CH:20]=[CH:19][C:18]([F:21])=[CH:17][CH:16]=1.O. The catalyst is C(O)C. The product is [Cl:1][C:2]1[CH:3]=[CH:4][C:5]([CH2:9][OH:10])=[C:6]([O:8][CH2:14][C:15]2[CH:20]=[CH:19][C:18]([F:21])=[CH:17][CH:16]=2)[CH:7]=1. The yield is 0.570.